This data is from Full USPTO retrosynthesis dataset with 1.9M reactions from patents (1976-2016). The task is: Predict the reactants needed to synthesize the given product. (1) Given the product [BrH:14].[Br:14][CH2:12][C:11]([C:7]1[CH:6]=[C:5]2[C:10](=[CH:9][CH:8]=1)[N:1]=[CH:2][CH:3]=[CH:4]2)=[O:13], predict the reactants needed to synthesize it. The reactants are: [N:1]1[C:10]2[C:5](=[CH:6][C:7]([C:11](=[O:13])[CH3:12])=[CH:8][CH:9]=2)[CH:4]=[CH:3][CH:2]=1.[BrH:14].CC(O)=O.BrBr. (2) Given the product [F:1][C:2]([C:5]1[C:9]([C:10]([F:11])([F:12])[F:13])=[C:8]([C:14]([OH:16])=[O:15])[N:7]([CH3:19])[N:6]=1)([CH3:3])[CH3:4], predict the reactants needed to synthesize it. The reactants are: [F:1][C:2]([C:5]1[C:9]([C:10]([F:13])([F:12])[F:11])=[C:8]([C:14]([O:16]CC)=[O:15])[N:7]([CH3:19])[N:6]=1)([CH3:4])[CH3:3].[OH-].[K+].O. (3) The reactants are: [N:1]1[CH:6]=[CH:5][CH:4]=[N:3][C:2]=1[O:7][C:8]1[CH:15]=[CH:14][C:11]([CH:12]=O)=[CH:10][CH:9]=1.N1(C2C=C[C:24]([CH:25]=[O:26])=CC=2)C=CC=N1. Given the product [N:1]1[CH:6]=[CH:5][CH:4]=[N:3][C:2]=1[O:7][C:8]1[CH:15]=[CH:14][C:11](/[CH:12]=[CH:24]/[CH:25]=[O:26])=[CH:10][CH:9]=1, predict the reactants needed to synthesize it. (4) Given the product [C:1]([C:5]1[N:6]=[C:7]([N:22]2[CH2:27][CH2:26][CH:24]([O:25][CH3:28])[CH2:23]2)[C:8]2[N:13]=[N:12][N:11]([CH2:14][C:15]3[CH:20]=[CH:19][CH:18]=[CH:17][C:16]=3[Cl:21])[C:9]=2[N:10]=1)([CH3:4])([CH3:3])[CH3:2], predict the reactants needed to synthesize it. The reactants are: [C:1]([C:5]1[N:6]=[C:7]([N:22]2[CH2:27][CH2:26][O:25][CH2:24][CH2:23]2)[C:8]2[N:13]=[N:12][N:11]([CH2:14][C:15]3[CH:20]=[CH:19][CH:18]=[CH:17][C:16]=3[Cl:21])[C:9]=2[N:10]=1)([CH3:4])([CH3:3])[CH3:2].[C:28](C1N=C(Cl)C2N=NN(CC3C=CC=CC=3Cl)C=2N=1)(C)(C)C.Cl.COC1CCNC1.